Predict the reactants needed to synthesize the given product. From a dataset of Full USPTO retrosynthesis dataset with 1.9M reactions from patents (1976-2016). (1) Given the product [CH3:10][O:9][C:5]1[CH:6]=[C:7]([CH3:8])[C:2]([C:19]2[C:20]3[CH:27]=[C:26]([CH2:28][OH:29])[CH:25]=[CH:24][C:21]=3[S:22][CH:23]=2)=[N:3][CH:4]=1, predict the reactants needed to synthesize it. The reactants are: Br[C:2]1[C:7]([CH3:8])=[CH:6][C:5]([O:9][CH3:10])=[CH:4][N:3]=1.CC1(C)C(C)(C)OB([C:19]2[C:20]3[CH:27]=[C:26]([CH2:28][OH:29])[CH:25]=[CH:24][C:21]=3[S:22][CH:23]=2)O1.C([O-])([O-])=O.[Cs+].[Cs+]. (2) Given the product [O:13]([CH:11]([C:9]1[CH:10]=[C:6]2[C:4](=[O:5])[NH:26][CH2:25][CH2:23][N:7]2[N:8]=1)[CH3:12])[C:14]1[CH:15]=[CH:16][CH:17]=[CH:18][CH:19]=1, predict the reactants needed to synthesize it. The reactants are: C(O[C:4]([C:6]1[NH:7][N:8]=[C:9]([CH:11]([O:13][C:14]2[CH:19]=[CH:18][CH:17]=[CH:16][CH:15]=2)[CH3:12])[CH:10]=1)=[O:5])C.C(O[C:23]([C:25]1[N:26](CC(NC(OC(C)(C)C)=O)C)N=C(COC2C=CC=CC=2)C=1)=O)C.O(CC1C=C2C(=O)NCCN2N=1)C1C=CC=CC=1. (3) Given the product [F:14][C:15]1[CH:16]=[C:17]([N+:22]([O-:24])=[O:23])[CH:18]=[CH:19][C:20]=1[N:1]1[CH2:6][CH2:5][C:4](=[O:7])[CH2:3][CH2:2]1, predict the reactants needed to synthesize it. The reactants are: [NH:1]1[CH2:6][CH2:5][C:4](=[O:7])[CH2:3][CH2:2]1.C(=O)([O-])[O-].[K+].[K+].[F:14][C:15]1[CH:16]=[C:17]([N+:22]([O-:24])=[O:23])[CH:18]=[CH:19][C:20]=1F. (4) Given the product [F:1][C:2]1[CH:7]=[CH:6][CH:5]=[C:4]([F:8])[C:3]=1[CH:9]([CH:16]([C:19]1[CH:20]=[CH:21][C:22]([F:25])=[CH:23][CH:24]=1)[C:17]#[CH:18])[CH2:10][C:11]([OH:13])=[O:12], predict the reactants needed to synthesize it. The reactants are: [F:1][C:2]1[CH:7]=[CH:6][CH:5]=[C:4]([F:8])[C:3]=1[CH:9]([CH:16]([C:19]1[CH:24]=[CH:23][C:22]([F:25])=[CH:21][CH:20]=1)[C:17]#[CH:18])[CH2:10][C:11]([O:13]CC)=[O:12].[OH-].[Li+].ClCCl. (5) Given the product [NH:1]([C:23]([O:25][CH2:26][CH:27]1[C:28]2[C:33](=[CH:32][CH:31]=[CH:30][CH:29]=2)[C:34]2[C:39]1=[CH:38][CH:37]=[CH:36][CH:35]=2)=[O:24])[C@H:2]([C:20]([NH:47][CH2:40][C:41]1[CH:46]=[CH:45][CH:44]=[CH:43][CH:42]=1)=[O:21])[CH2:3][C:4]1[C:12]2[C:7](=[CH:8][CH:9]=[CH:10][CH:11]=2)[N:6]([C:13]([O:15][C:16]([CH3:19])([CH3:17])[CH3:18])=[O:14])[CH:5]=1, predict the reactants needed to synthesize it. The reactants are: [NH:1]([C:23]([O:25][CH2:26][CH:27]1[C:39]2[C:34](=[CH:35][CH:36]=[CH:37][CH:38]=2)[C:33]2[C:28]1=[CH:29][CH:30]=[CH:31][CH:32]=2)=[O:24])[C@H:2]([C:20](O)=[O:21])[CH2:3][C:4]1[C:12]2[C:7](=[CH:8][CH:9]=[CH:10][CH:11]=2)[N:6]([C:13]([O:15][C:16]([CH3:19])([CH3:18])[CH3:17])=[O:14])[CH:5]=1.[CH2:40]([NH2:47])[C:41]1[CH:46]=[CH:45][CH:44]=[CH:43][CH:42]=1.CN(C(ON1N=NC2C=CC=CC1=2)=[N+](C)C)C.[B-](F)(F)(F)F.C(N(CC)C(C)C)(C)C. (6) Given the product [CH2:1]([N:3]1[C:7]2=[N:8][CH:9]=[C:10]([O:12][CH3:13])[CH:11]=[C:6]2[CH:5]=[C:4]1[C:14]([OH:16])=[O:15])[CH3:2], predict the reactants needed to synthesize it. The reactants are: [CH2:1]([N:3]1[C:7]2=[N:8][CH:9]=[C:10]([O:12][CH3:13])[CH:11]=[C:6]2[CH:5]=[C:4]1[C:14]([O:16]CC)=[O:15])[CH3:2].[OH-].[Li+]. (7) Given the product [C:14]([O:13][C:11](=[O:12])[NH:10][CH2:9][CH2:8][C:5]1[CH:6]=[CH:7][C:2]([NH2:1])=[CH:3][CH:4]=1)([CH3:17])([CH3:16])[CH3:15], predict the reactants needed to synthesize it. The reactants are: [NH2:1][C:2]1[CH:7]=[CH:6][C:5]([CH2:8][CH2:9][NH2:10])=[CH:4][CH:3]=1.[C:11](O[C:11]([O:13][C:14]([CH3:17])([CH3:16])[CH3:15])=[O:12])([O:13][C:14]([CH3:17])([CH3:16])[CH3:15])=[O:12].